This data is from Peptide-MHC class I binding affinity with 185,985 pairs from IEDB/IMGT. The task is: Regression. Given a peptide amino acid sequence and an MHC pseudo amino acid sequence, predict their binding affinity value. This is MHC class I binding data. (1) The peptide sequence is VPHVIEEVM. The MHC is HLA-A02:19 with pseudo-sequence HLA-A02:19. The binding affinity (normalized) is 0.0847. (2) The peptide sequence is TKHPSLNII. The MHC is HLA-A01:01 with pseudo-sequence HLA-A01:01. The binding affinity (normalized) is 0.00537. (3) The peptide sequence is AEMKTDAATL. The MHC is HLA-B44:03 with pseudo-sequence HLA-B44:03. The binding affinity (normalized) is 0.490. (4) The peptide sequence is EVKTLSSYI. The MHC is HLA-A02:06 with pseudo-sequence HLA-A02:06. The binding affinity (normalized) is 0.0634. (5) The peptide sequence is LTDFGLSKI. The MHC is HLA-B08:01 with pseudo-sequence HLA-B08:01. The binding affinity (normalized) is 0.